Predict the reaction yield, written as a fraction of the theoretical maximum amount of product (1.0 means a 100% yield; for example, 0.34 means a 34% yield). From a dataset of Reaction yield outcomes from USPTO patents with 853,638 reactions. (1) The reactants are C(OC([NH:8][C@@:9]1([C:18]([OH:20])=[O:19])[CH2:11][C@@H:10]1[C:12]1[CH:17]=[CH:16][CH:15]=[CH:14][CH:13]=1)=O)(C)(C)C.O1CCOCC1.Cl. The catalyst is C(OCC)C. The product is [NH2:8][C@@:9]1([C:18]([OH:20])=[O:19])[CH2:11][C@@H:10]1[C:12]1[CH:17]=[CH:16][CH:15]=[CH:14][CH:13]=1. The yield is 0.840. (2) The reactants are [Cl:1][C:2]1[C:3]2[NH:10][CH:9]=[CH:8][C:4]=2[N:5]=[CH:6][N:7]=1.[H-].[Na+].[CH3:13]I. The catalyst is CN(C=O)C.CCOC(C)=O. The product is [Cl:1][C:2]1[C:3]2[N:10]([CH3:13])[CH:9]=[CH:8][C:4]=2[N:5]=[CH:6][N:7]=1. The yield is 0.930. (3) The reactants are [CH2:1]([O:3][C:4](=[O:47])[CH2:5][CH2:6][CH2:7][O:8][C:9]1[CH:14]=[CH:13][CH:12]=[C:11]([CH2:15][CH2:16][CH2:17][CH2:18][CH2:19][CH2:20][O:21][C:22]2[CH:23]=[C:24]([C:30]3[CH:35]=[CH:34][C:33]([S:36]([CH3:39])(=[O:38])=[O:37])=[CH:32][CH:31]=3)[CH:25]=[C:26]([CH2:28][OH:29])[CH:27]=2)[C:10]=1[CH2:40][CH2:41][C:42]([O:44][CH2:45][CH3:46])=[O:43])[CH3:2].[H-].[Na+].I[CH2:51][CH3:52]. No catalyst specified. The product is [CH2:1]([O:3][C:4](=[O:47])[CH2:5][CH2:6][CH2:7][O:8][C:9]1[CH:14]=[CH:13][CH:12]=[C:11]([CH2:15][CH2:16][CH2:17][CH2:18][CH2:19][CH2:20][O:21][C:22]2[CH:23]=[C:24]([C:30]3[CH:35]=[CH:34][C:33]([S:36]([CH3:39])(=[O:38])=[O:37])=[CH:32][CH:31]=3)[CH:25]=[C:26]([CH2:28][O:29][CH2:51][CH3:52])[CH:27]=2)[C:10]=1[CH2:40][CH2:41][C:42]([O:44][CH2:45][CH3:46])=[O:43])[CH3:2]. The yield is 0.420. (4) The reactants are [C:1]([O:5][C:6]([N:8]([CH2:29][O:30][CH2:31][CH2:32][Si:33]([CH3:36])([CH3:35])[CH3:34])[C:9]1[S:10][C@:11]2([C:25]([O:27]C)=[O:26])[C@H:13]([C@:14]([C:17]3[CH:22]=[CH:21][CH:20]=[C:19]([F:23])[C:18]=3[F:24])([CH3:16])[N:15]=1)[CH2:12]2)=[O:7])([CH3:4])([CH3:3])[CH3:2].O.[OH-].[Li+]. The yield is 1.00. The catalyst is C1COCC1.CO.O. The product is [C:1]([O:5][C:6]([N:8]([CH2:29][O:30][CH2:31][CH2:32][Si:33]([CH3:36])([CH3:35])[CH3:34])[C:9]1[S:10][C@:11]2([C:25]([OH:27])=[O:26])[C@H:13]([C@:14]([C:17]3[CH:22]=[CH:21][CH:20]=[C:19]([F:23])[C:18]=3[F:24])([CH3:16])[N:15]=1)[CH2:12]2)=[O:7])([CH3:4])([CH3:3])[CH3:2]. (5) The reactants are [OH-].[Na+].C([O:6][C:7]1[CH:40]=[CH:39][C:38]([Cl:41])=[CH:37][C:8]=1[C:9]([NH:11][C@H:12]([C:20](=[O:36])[NH:21][C:22]1[CH:27]=[C:26]([C:28]([F:31])([F:30])[F:29])[CH:25]=[C:24]([C:32]([F:35])([F:34])[F:33])[CH:23]=1)[CH2:13][C:14]1[CH:19]=[CH:18][CH:17]=[CH:16][CH:15]=1)=[O:10])(=O)C.Cl. The catalyst is CO.O1CCCC1. The product is [Cl:41][C:38]1[CH:39]=[CH:40][C:7]([OH:6])=[C:8]([CH:37]=1)[C:9]([NH:11][C@H:12]([C:20](=[O:36])[NH:21][C:22]1[CH:27]=[C:26]([C:28]([F:29])([F:31])[F:30])[CH:25]=[C:24]([C:32]([F:33])([F:34])[F:35])[CH:23]=1)[CH2:13][C:14]1[CH:15]=[CH:16][CH:17]=[CH:18][CH:19]=1)=[O:10]. The yield is 0.568. (6) The product is [CH2:1]([O:8][C:9]1[CH:10]=[C:11]2[C:16](=[CH:17][CH:18]=1)[C:15]([C:19]([C:20]1[CH:21]=[CH:22][C:23]([O:26][CH2:27][CH2:28][N:29]3[CH2:34][CH2:33][CH2:32][CH2:31][CH2:30]3)=[CH:24][CH:25]=1)=[O:35])=[C:14]([C:63]1[CH:68]=[CH:67][C:66]([F:69])=[CH:65][C:64]=1[F:70])[CH:13]=[CH:12]2)[C:2]1[CH:3]=[CH:4][CH:5]=[CH:6][CH:7]=1. The reactants are [CH2:1]([O:8][C:9]1[CH:10]=[C:11]2[C:16](=[CH:17][CH:18]=1)[C:15]([C:19](=[O:35])[C:20]1[CH:25]=[CH:24][C:23]([O:26][CH2:27][CH2:28][N:29]3[CH2:34][CH2:33][CH2:32][CH2:31][CH2:30]3)=[CH:22][CH:21]=1)=[C:14](OS(C(F)(F)F)(=O)=O)[CH:13]=[CH:12]2)[C:2]1[CH:7]=[CH:6][CH:5]=[CH:4][CH:3]=1.B1(B2OCC(C)(C)CO2)OCC(C)(C)CO1.[F-].[Cs+].Br[C:63]1[CH:68]=[CH:67][C:66]([F:69])=[CH:65][C:64]=1[F:70]. The yield is 0.580. The catalyst is C1CCC(P(C2CCCCC2)C2CCCCC2)CC1.C1CCC(P(C2CCCCC2)C2CCCCC2)CC1.[Pd].C(#N)C. (7) The reactants are [CH3:1][C:2]([S:5](/[N:7]=[CH:8]/[C:9]1[N:10]=[N:11][N:12]([CH2:14][Si:15]([CH3:18])([CH3:17])[CH3:16])[CH:13]=1)=[O:6])([CH3:4])[CH3:3].[F:19][C:20]1[CH:21]=[C:22]([Mg]Br)[CH:23]=[CH:24][C:25]=1[F:26].C1COCC1. The catalyst is C(Cl)Cl. The product is [F:19][C:20]1[CH:21]=[C:22]([CH:8]([C:9]2[N:10]=[N:11][N:12]([CH2:14][Si:15]([CH3:18])([CH3:17])[CH3:16])[CH:13]=2)[NH:7][S:5]([C:2]([CH3:1])([CH3:3])[CH3:4])=[O:6])[CH:23]=[CH:24][C:25]=1[F:26]. The yield is 0.930. (8) The reactants are [CH3:1][C:2]1[CH:3]=[CH:4][C:5]([CH2:8]O)=[N:6][CH:7]=1.O=S(Cl)[Cl:12]. No catalyst specified. The product is [ClH:12].[Cl:12][CH2:8][C:5]1[CH:4]=[CH:3][C:2]([CH3:1])=[CH:7][N:6]=1. The yield is 0.913.